Dataset: Reaction yield outcomes from USPTO patents with 853,638 reactions. Task: Predict the reaction yield, written as a fraction of the theoretical maximum amount of product (1.0 means a 100% yield; for example, 0.34 means a 34% yield). (1) The reactants are [CH3:1][O:2][C:3]([C:5]1[CH:10]=[N:9][C:8]([OH:11])=[CH:7][N:6]=1)=[O:4].C(=O)([O-])[O-].[K+].[K+].Cl[C:19]([F:24])([F:23])C([O-])=O.[Na+]. The catalyst is CN(C=O)C. The product is [CH3:1][O:2][C:3]([C:5]1[CH:10]=[N:9][C:8]([O:11][CH:19]([F:24])[F:23])=[CH:7][N:6]=1)=[O:4]. The yield is 0.200. (2) The reactants are [CH3:1][C@H:2]1[CH2:7][N:6]([C:8]([C:10]2[CH:19]=[CH:18][C:17]3[C:12](=[CH:13][CH:14]=[C:15]([O:20][C:21]4[CH:26]=[CH:25][C:24]([C:27]([F:30])([F:29])[F:28])=[CH:23][N:22]=4)[CH:16]=3)[N:11]=2)=[O:9])[CH2:5][CH2:4][N:3]1C(OC(C)(C)C)=O.FC(F)(F)C1C=CC(OC2C=C3C(=CC=2)N=C(C(N2CCN(C(OC(C)(C)C)=O)CC2)=O)C=C3)=NC=1. No catalyst specified. The product is [CH3:1][C@@H:2]1[NH:3][CH2:4][CH2:5][N:6]([C:8]([C:10]2[CH:19]=[CH:18][C:17]3[C:12](=[CH:13][CH:14]=[C:15]([O:20][C:21]4[CH:26]=[CH:25][C:24]([C:27]([F:30])([F:28])[F:29])=[CH:23][N:22]=4)[CH:16]=3)[N:11]=2)=[O:9])[CH2:7]1. The yield is 0.730. (3) The reactants are [CH2:1]([O:8][C:9]([N:11]1[CH:17]([C:18](=O)[NH:19][C:20]2[CH:25]=[C:24]([Br:26])[CH:23]=[CH:22][C:21]=2[NH2:27])[CH2:16][C:13]2([CH2:15][CH2:14]2)[CH2:12]1)=[O:10])[C:2]1[CH:7]=[CH:6][CH:5]=[CH:4][CH:3]=1.C(OC(N1C(C(=O)NC2C=CC(Br)=CC=2N)CC2(CC2)C1)=O)C1C=CC=CC=1. The catalyst is CC(O)=O. The product is [CH2:1]([O:8][C:9]([N:11]1[CH:17]([C:18]2[NH:19][C:20]3[CH:25]=[C:24]([Br:26])[CH:23]=[CH:22][C:21]=3[N:27]=2)[CH2:16][C:13]2([CH2:15][CH2:14]2)[CH2:12]1)=[O:10])[C:2]1[CH:7]=[CH:6][CH:5]=[CH:4][CH:3]=1. The yield is 1.00. (4) The reactants are [Cl:1][C:2]1[CH:3]=[C:4]2[C:10](B3OC(C)(C)C(C)(C)O3)=[CH:9][N:8]([S:20]([C:23]3[CH:28]=[CH:27][C:26]([CH3:29])=[CH:25][CH:24]=3)(=[O:22])=[O:21])[C:5]2=[N:6][CH:7]=1.Cl[C:31]1[N:36]=[C:35]([NH:37][C@H:38]2[CH2:42][CH2:41][N:40]([C:43]([O:45][C:46]([CH3:49])([CH3:48])[CH3:47])=[O:44])[CH2:39]2)[C:34]([F:50])=[CH:33][N:32]=1. The catalyst is COCCOC.C([O-])([O-])=O.[Na+].[Na+].C1C=CC([P]([Pd]([P](C2C=CC=CC=2)(C2C=CC=CC=2)C2C=CC=CC=2)([P](C2C=CC=CC=2)(C2C=CC=CC=2)C2C=CC=CC=2)[P](C2C=CC=CC=2)(C2C=CC=CC=2)C2C=CC=CC=2)(C2C=CC=CC=2)C2C=CC=CC=2)=CC=1. The product is [Cl:1][C:2]1[CH:3]=[C:4]2[C:10]([C:31]3[N:36]=[C:35]([NH:37][C@H:38]4[CH2:42][CH2:41][N:40]([C:43]([O:45][C:46]([CH3:48])([CH3:47])[CH3:49])=[O:44])[CH2:39]4)[C:34]([F:50])=[CH:33][N:32]=3)=[CH:9][N:8]([S:20]([C:23]3[CH:24]=[CH:25][C:26]([CH3:29])=[CH:27][CH:28]=3)(=[O:21])=[O:22])[C:5]2=[N:6][CH:7]=1. The yield is 0.420.